Dataset: Catalyst prediction with 721,799 reactions and 888 catalyst types from USPTO. Task: Predict which catalyst facilitates the given reaction. Reactant: [F:1][C:2]([F:24])([F:23])[C:3]1[CH:22]=[CH:21][C:6]([CH2:7][C@H:8]2[CH2:12][CH2:11][C:10](=[O:13])[N:9]2[C:14]([O:16][C:17]([CH3:20])([CH3:19])[CH3:18])=[O:15])=[CH:5][CH:4]=1.CC(C)=[O:27]. Product: [C:17]([O:16][C:14]([NH:9][C@@H:8]([CH2:7][C:6]1[CH:5]=[CH:4][C:3]([C:2]([F:24])([F:23])[F:1])=[CH:22][CH:21]=1)[CH2:12][CH2:11][C:10]([OH:13])=[O:27])=[O:15])([CH3:20])([CH3:19])[CH3:18]. The catalyst class is: 74.